Dataset: Retrosynthesis with 50K atom-mapped reactions and 10 reaction types from USPTO. Task: Predict the reactants needed to synthesize the given product. (1) Given the product CCOC(=O)c1nc(C)c(C(C)=O)s1, predict the reactants needed to synthesize it. The reactants are: CC(=O)C(Cl)C(C)=O.CCOC(=O)C(N)=S. (2) Given the product CCOC(=O)C(=O)CC1(c2cccc(F)c2OC)CC1, predict the reactants needed to synthesize it. The reactants are: CCO.COc1c(F)cccc1C1(CC(=O)C(=O)O)CC1. (3) Given the product COCCOS(=O)(=O)c1ccc(C)cc1, predict the reactants needed to synthesize it. The reactants are: COCCO.Cc1ccc(S(=O)(=O)Cl)cc1. (4) Given the product COCC(O)Cn1cc(B2OC(C)(C)C(C)(C)O2)cn1, predict the reactants needed to synthesize it. The reactants are: CC1(C)OB(c2cn[nH]c2)OC1(C)C.COCC(O)CCl. (5) Given the product Cc1nnc([C@H]2C[C@H]3CSC(NC(=O)c4ccccc4)=N[C@@]3(c3ccc(F)cc3F)CO2)o1, predict the reactants needed to synthesize it. The reactants are: CC(=O)NNC(=O)[C@H]1C[C@H]2CSC(NC(=O)c3ccccc3)=N[C@@]2(c2ccc(F)cc2F)CO1.